Task: Predict the product of the given reaction.. Dataset: Forward reaction prediction with 1.9M reactions from USPTO patents (1976-2016) (1) Given the reactants [Cl:1][C:2]1[N:7]=[C:6]2[NH:8][N:9]=[CH:10][C:5]2=[C:4]([C:11]([F:14])([F:13])[F:12])[CH:3]=1.CI.[C:17](=O)([O-])[O-].[Cs+].[Cs+].O, predict the reaction product. The product is: [Cl:1][C:2]1[N:7]=[C:6]2[N:8]([CH3:17])[N:9]=[CH:10][C:5]2=[C:4]([C:11]([F:13])([F:14])[F:12])[CH:3]=1. (2) Given the reactants [C:1]([C:5]1[CH:6]=[CH:7][C:8]2[C:14](=[O:15])[NH:13][CH2:12][CH:11]=[N:10][C:9]=2[CH:16]=1)([CH3:4])([CH3:3])[CH3:2].C([BH3-])#N.[Na+], predict the reaction product. The product is: [C:1]([C:5]1[CH:6]=[CH:7][C:8]2[C:14](=[O:15])[NH:13][CH2:12][CH2:11][NH:10][C:9]=2[CH:16]=1)([CH3:4])([CH3:2])[CH3:3]. (3) Given the reactants [C:1]1([CH:7]2[CH2:10][C:9](=[O:11])[CH2:8]2)[CH:6]=[CH:5][CH:4]=[CH:3][CH:2]=1.[H-].[H-].[H-].[H-].[Li+].[Al+3].[OH-].[Na+], predict the reaction product. The product is: [C:1]1([CH:7]2[CH2:8][CH:9]([OH:11])[CH2:10]2)[CH:6]=[CH:5][CH:4]=[CH:3][CH:2]=1. (4) Given the reactants ClC1C=CC=C(C(OO)=[O:9])C=1.[I:12][C:13]1[C:14]([O:23][CH3:24])=[N:15][C:16]([S:21][CH3:22])=[C:17]([CH:20]=1)[C:18]#[N:19].C(OCC)(=O)C, predict the reaction product. The product is: [I:12][C:13]1[C:14]([O:23][CH3:24])=[N:15][C:16]([S:21]([CH3:22])=[O:9])=[C:17]([CH:20]=1)[C:18]#[N:19]. (5) Given the reactants [NH2:1][C:2]1[CH:11]=[CH:10][C:9]2[CH:8]([C:12]([O:14][CH3:15])=[O:13])[CH2:7][CH2:6][CH2:5][C:4]=2[N:3]=1.[CH:16](OCC)(OCC)OCC.[N-:26]=[N+:27]=[N-:28].[Na+], predict the reaction product. The product is: [N:1]1([C:2]2[CH:11]=[CH:10][C:9]3[CH:8]([C:12]([O:14][CH3:15])=[O:13])[CH2:7][CH2:6][CH2:5][C:4]=3[N:3]=2)[CH:16]=[N:28][N:27]=[N:26]1. (6) Given the reactants [CH:1]1([CH2:7][CH2:8][CH2:9][C:10]2([CH3:42])[C:19]3[C:14](=[CH:15][CH:16]=[CH:17][CH:18]=3)[C:13]([OH:20])=[C:12]([C:21]3[NH:26][C:25]4[CH:27]=[CH:28][C:29]([NH:31]C(=O)OC(C)(C)C)=[CH:30][C:24]=4[S:23](=[O:40])(=[O:39])[N:22]=3)[C:11]2=[O:41])[CH2:6][CH2:5][CH2:4][CH2:3][CH2:2]1.[ClH:43], predict the reaction product. The product is: [ClH:43].[NH2:31][C:29]1[CH:28]=[CH:27][C:25]2[NH:26][C:21]([C:12]3[C:11](=[O:41])[C:10]([CH2:9][CH2:8][CH2:7][CH:1]4[CH2:2][CH2:3][CH2:4][CH2:5][CH2:6]4)([CH3:42])[C:19]4[C:14]([C:13]=3[OH:20])=[CH:15][CH:16]=[CH:17][CH:18]=4)=[N:22][S:23](=[O:40])(=[O:39])[C:24]=2[CH:30]=1.